The task is: Predict which catalyst facilitates the given reaction.. This data is from Catalyst prediction with 721,799 reactions and 888 catalyst types from USPTO. (1) Reactant: [CH2:1]([O:8][C:9]([N:11]([CH2:13][C:14]1[CH:19]=[C:18]([N+:20]([O-:22])=[O:21])[CH:17]=[CH:16][C:15]=1[CH:23](C(OCC)=O)[C:24]([O:26][CH2:27][CH3:28])=[O:25])[CH3:12])=[O:10])[C:2]1[CH:7]=[CH:6][CH:5]=[CH:4][CH:3]=1.[Cl-].[Li+].O. Product: [CH2:1]([O:8][C:9]([N:11]([CH2:13][C:14]1[CH:19]=[C:18]([N+:20]([O-:22])=[O:21])[CH:17]=[CH:16][C:15]=1[CH2:23][C:24]([O:26][CH2:27][CH3:28])=[O:25])[CH3:12])=[O:10])[C:2]1[CH:3]=[CH:4][CH:5]=[CH:6][CH:7]=1. The catalyst class is: 197. (2) Product: [Cl:1][C:2]1[CH:3]=[CH:4][C:5]([N:8]2[CH:12]=[CH:11][C:10]([C@@H:13]([NH2:15])[CH3:14])=[N:9]2)=[CH:6][CH:7]=1. Reactant: [Cl:1][C:2]1[CH:7]=[CH:6][C:5]([N:8]2[CH:12]=[CH:11][C:10]([C@@H:13]([NH:15][S@@](C(C)(C)C)=O)[CH3:14])=[N:9]2)=[CH:4][CH:3]=1.Cl. The catalyst class is: 12.